Dataset: Forward reaction prediction with 1.9M reactions from USPTO patents (1976-2016). Task: Predict the product of the given reaction. (1) Given the reactants [C:1]1([C:7]2[C:15]3[C:10](=[CH:11][C:12]([O:16][CH2:17][CH2:18][CH2:19][C:20]4[CH:25]=[CH:24][CH:23]=[CH:22][CH:21]=4)=[CH:13][CH:14]=3)[C:9](=[O:26])[CH:8]=2)[CH:6]=[CH:5][CH:4]=[CH:3][CH:2]=1.[Br:27]N1C(=O)CCC1=O.N(C(C)(C)C#N)=NC(C)(C)C#N.[Cl-].[Na+], predict the reaction product. The product is: [Br:27][CH:8]1[CH:7]([C:1]2[CH:2]=[CH:3][CH:4]=[CH:5][CH:6]=2)[C:15]2[C:10](=[CH:11][C:12]([O:16][CH2:17][CH2:18][CH2:19][C:20]3[CH:25]=[CH:24][CH:23]=[CH:22][CH:21]=3)=[CH:13][CH:14]=2)[C:9]1=[O:26]. (2) Given the reactants [CH2:1]([C:3]1[CH:8]=[CH:7][C:6]([C:9](=[O:11])[CH3:10])=[CH:5][CH:4]=1)[CH3:2].Cl.[Br:13]Br, predict the reaction product. The product is: [Br:13][CH2:10][C:9]([C:6]1[CH:7]=[CH:8][C:3]([CH2:1][CH3:2])=[CH:4][CH:5]=1)=[O:11]. (3) Given the reactants I[C:2]1[CH:7]=[CH:6][N:5]=[C:4]([NH:8][C:9](=[O:15])[O:10][C:11]([CH3:14])([CH3:13])[CH3:12])[CH:3]=1.[CH:16]([C:18]1[CH:23]=[CH:22][C:21](B(O)O)=[CH:20][CH:19]=1)=[O:17].C(=O)([O-])[O-].[Na+].[Na+], predict the reaction product. The product is: [CH:16]([C:18]1[CH:23]=[CH:22][C:21]([C:2]2[CH:7]=[CH:6][N:5]=[C:4]([NH:8][C:9](=[O:15])[O:10][C:11]([CH3:14])([CH3:13])[CH3:12])[CH:3]=2)=[CH:20][CH:19]=1)=[O:17]. (4) Given the reactants [NH2:1][C:2]1[N:7]=[C:6]([NH:8][CH:9]2[CH2:14][CH2:13][N:12](C(OC(C)(C)C)=O)[CH2:11][CH2:10]2)[CH:5]=[C:4]([N:22]2[CH2:27][CH2:26][N:25]([CH3:28])[CH2:24][CH2:23]2)[N:3]=1.C(O)(C(F)(F)F)=O, predict the reaction product. The product is: [CH3:28][N:25]1[CH2:24][CH2:23][N:22]([C:4]2[N:3]=[C:2]([NH2:1])[N:7]=[C:6]([NH:8][CH:9]3[CH2:14][CH2:13][NH:12][CH2:11][CH2:10]3)[CH:5]=2)[CH2:27][CH2:26]1. (5) Given the reactants C([O:3][C:4](=[O:33])[CH2:5][C:6]1[CH:11]=[C:10]([Cl:12])[CH:9]=[CH:8][C:7]=1[O:13][CH2:14][C:15]([N:17]1[CH2:22][C@H:21]([CH3:23])[N:20]([CH2:24][C:25]2[CH:30]=[CH:29][C:28]([F:31])=[CH:27][CH:26]=2)[CH2:19][C@H:18]1[CH3:32])=[O:16])C.O.[OH-].[Li+], predict the reaction product. The product is: [Cl:12][C:10]1[CH:9]=[CH:8][C:7]([O:13][CH2:14][C:15]([N:17]2[CH2:22][C@H:21]([CH3:23])[N:20]([CH2:24][C:25]3[CH:26]=[CH:27][C:28]([F:31])=[CH:29][CH:30]=3)[CH2:19][C@H:18]2[CH3:32])=[O:16])=[C:6]([CH2:5][C:4]([OH:33])=[O:3])[CH:11]=1. (6) Given the reactants [F:1][C:2]1[CH:7]=[CH:6][C:5]([C:8]2[S:12][C:11]([CH3:13])=[N:10][C:9]=2[C:14]([N:16]2[CH2:21][CH2:20][CH2:19][C@@H:18]([CH3:22])[C@@H:17]2[CH2:23][NH:24]C(=O)OC(C)(C)C)=[O:15])=[CH:4][CH:3]=1.C(O)(C(F)(F)F)=O, predict the reaction product. The product is: [NH2:24][CH2:23][C@@H:17]1[C@H:18]([CH3:22])[CH2:19][CH2:20][CH2:21][N:16]1[C:14]([C:9]1[N:10]=[C:11]([CH3:13])[S:12][C:8]=1[C:5]1[CH:4]=[CH:3][C:2]([F:1])=[CH:7][CH:6]=1)=[O:15]. (7) The product is: [CH3:1][N:2]1[CH:6]=[CH:5][N:4]=[C:3]1[CH2:7][O:8][C:9]1[CH:10]=[C:11]([O:23][C:24]2[CH:29]=[CH:28][C:27]([S:30]([CH3:33])(=[O:32])=[O:31])=[CH:26][CH:25]=2)[CH:12]=[C:13]2[C:17]=1[NH:16][C:15]([C:18]([OH:20])=[O:19])=[CH:14]2. Given the reactants [CH3:1][N:2]1[CH:6]=[CH:5][N:4]=[C:3]1[CH2:7][O:8][C:9]1[CH:10]=[C:11]([O:23][C:24]2[CH:29]=[CH:28][C:27]([S:30]([CH3:33])(=[O:32])=[O:31])=[CH:26][CH:25]=2)[CH:12]=[C:13]2[C:17]=1[NH:16][C:15]([C:18]([O:20]CC)=[O:19])=[CH:14]2, predict the reaction product. (8) Given the reactants [Cl:1][C:2]1[N:7]=[C:6]([C:8](OC)=[O:9])[CH:5]=[C:4]([N:12]2[CH2:17][CH2:16][O:15][CH2:14][C@@H:13]2[CH3:18])[N:3]=1.[BH4-].[Li+], predict the reaction product. The product is: [Cl:1][C:2]1[N:7]=[C:6]([CH2:8][OH:9])[CH:5]=[C:4]([N:12]2[CH2:17][CH2:16][O:15][CH2:14][C@@H:13]2[CH3:18])[N:3]=1. (9) Given the reactants F[C:2]1[C:27]([F:28])=[CH:26][C:25]([I:29])=[CH:24][C:3]=1[C:4]([C:6](=[CH:12][NH:13][CH2:14][CH2:15][O:16][Si:17]([C:20]([CH3:23])([CH3:22])[CH3:21])([CH3:19])[CH3:18])[C:7]([O:9][CH2:10][CH3:11])=[O:8])=[O:5].[H-].[Na+].Cl.O, predict the reaction product. The product is: [F:28][C:27]1[CH:26]=[C:25]([I:29])[CH:24]=[C:3]2[C:2]=1[N:13]([CH2:14][CH2:15][O:16][Si:17]([C:20]([CH3:21])([CH3:22])[CH3:23])([CH3:19])[CH3:18])[CH:12]=[C:6]([C:7]([O:9][CH2:10][CH3:11])=[O:8])[C:4]2=[O:5]. (10) The product is: [Br:1][C:2]1[CH:3]=[C:4]2[C:10]([N:11]3[CH:20]=[CH:24][CH:23]=[CH:22]3)=[C:9]([C:12]3[CH:17]=[CH:16][CH:15]=[CH:14][CH:13]=3)[NH:8][C:5]2=[N:6][CH:7]=1. Given the reactants [Br:1][C:2]1[CH:3]=[C:4]2[C:10]([NH2:11])=[C:9]([C:12]3[CH:17]=[CH:16][CH:15]=[CH:14][CH:13]=3)[NH:8][C:5]2=[N:6][CH:7]=1.CO[CH:20]1[CH2:24][CH2:23][CH:22](OC)O1, predict the reaction product.